The task is: Predict the product of the given reaction.. This data is from Forward reaction prediction with 1.9M reactions from USPTO patents (1976-2016). (1) The product is: [Br:22][C:23]1[CH:28]=[CH:27][CH:26]=[CH:25][C:24]=1[N:29]1[C:5]([C:7]2[CH:17]=[CH:16][C:10]3[O:11][CH2:12][C:13](=[O:15])[NH:14][C:9]=3[CH:8]=2)=[CH:4][C:3]([C:2]([F:20])([F:19])[F:1])=[N:30]1. Given the reactants [F:1][C:2]([F:20])([F:19])[C:3](=O)[CH2:4][C:5]([C:7]1[CH:17]=[CH:16][C:10]2[O:11][CH2:12][C:13](=[O:15])[NH:14][C:9]=2[CH:8]=1)=O.Cl.[Br:22][C:23]1[CH:28]=[CH:27][CH:26]=[CH:25][C:24]=1[NH:29][NH2:30], predict the reaction product. (2) Given the reactants Cl[C:2]1[C:7]2[N:8]=[CH:9][NH:10][C:6]=2[CH:5]=[CH:4][N:3]=1.O.[NH2:12][NH2:13], predict the reaction product. The product is: [NH:12]([C:2]1[C:7]2[N:8]=[CH:9][NH:10][C:6]=2[CH:5]=[CH:4][N:3]=1)[NH2:13]. (3) Given the reactants [C:1]1([C:7]2[N:11]=[C:10]([N:12]3[CH2:17][CH2:16][NH:15][CH2:14][CH2:13]3)[S:9][N:8]=2)[CH:6]=[CH:5][CH:4]=[CH:3][CH:2]=1.C(N(CC)CC)C.[F:25][C:26]1[CH:31]=[CH:30][C:29]([N:32]=[C:33]=[O:34])=[CH:28][CH:27]=1, predict the reaction product. The product is: [F:25][C:26]1[CH:31]=[CH:30][C:29]([NH:32][C:33]([N:15]2[CH2:16][CH2:17][N:12]([C:10]3[S:9][N:8]=[C:7]([C:1]4[CH:2]=[CH:3][CH:4]=[CH:5][CH:6]=4)[N:11]=3)[CH2:13][CH2:14]2)=[O:34])=[CH:28][CH:27]=1. (4) Given the reactants [N+:1]([C:4]1[C:9]2[N:10]3[CH2:14][C:11]3([C:15]3[CH:20]=[CH:19][CH:18]=[CH:17][N:16]=3)[CH2:12][O:13][C:8]=2[CH:7]=[CH:6][CH:5]=1)([O-])=O.[H][H], predict the reaction product. The product is: [CH3:14][C:11]1([C:15]2[CH:20]=[CH:19][CH:18]=[CH:17][N:16]=2)[NH:10][C:9]2=[C:4]([NH2:1])[CH:5]=[CH:6][CH:7]=[C:8]2[O:13][CH2:12]1. (5) Given the reactants C(N(CC)[C:4](=[O:14])[C:5]1[CH:10]=[CH:9][C:8]([CH3:11])=[CH:7][C:6]=1[CH:12]=[O:13])C.CCCCCC.C(OCC)(=[O:25])C, predict the reaction product. The product is: [OH:25][CH:12]1[C:6]2[C:5](=[CH:10][CH:9]=[C:8]([CH3:11])[CH:7]=2)[C:4](=[O:14])[O:13]1. (6) The product is: [CH3:1][O:2][C:3](=[O:15])[C:4]1[CH:9]=[C:8]([O:10][CH3:18])[CH:7]=[C:6]([O:11][CH2:12][CH:13]=[CH2:14])[CH:5]=1. Given the reactants [CH3:1][O:2][C:3](=[O:15])[C:4]1[CH:9]=[C:8]([OH:10])[CH:7]=[C:6]([O:11][CH2:12][CH:13]=[CH2:14])[CH:5]=1.CI.[C:18]([O-])([O-])=O.[K+].[K+], predict the reaction product. (7) Given the reactants [OH-].[K+].[CH2:3]([S:5][C:6]1[CH:11]=[CH:10][CH:9]=[CH:8][C:7]=1[C:12]1[N:21]([CH3:22])[C:15]2=[N:16][CH:17]=[C:18]([SH:20])[CH:19]=[C:14]2[N:13]=1)[CH3:4].I[CH3:24].[Cl-].[NH4+], predict the reaction product. The product is: [CH2:3]([S:5][C:6]1[CH:11]=[CH:10][CH:9]=[CH:8][C:7]=1[C:12]1[N:21]([CH3:22])[C:15]2=[N:16][CH:17]=[C:18]([S:20][CH3:24])[CH:19]=[C:14]2[N:13]=1)[CH3:4]. (8) The product is: [Cl:3][C:4]([Cl:25])([Cl:24])[CH2:5][O:6][C:7]([N:9]1[CH2:15][CH2:14][C:13]2[CH:16]=[CH:17][C:18]([S:20]([F:1])(=[O:22])=[O:21])=[CH:19][C:12]=2[CH2:11][CH2:10]1)=[O:8]. Given the reactants [F-:1].[K+].[Cl:3][C:4]([Cl:25])([Cl:24])[CH2:5][O:6][C:7]([N:9]1[CH2:15][CH2:14][C:13]2[CH:16]=[CH:17][C:18]([S:20](Cl)(=[O:22])=[O:21])=[CH:19][C:12]=2[CH2:11][CH2:10]1)=[O:8].CCCCCC, predict the reaction product. (9) Given the reactants Br[C:2]1[CH:7]=[CH:6][C:5]([C:8]2([CH3:12])[CH2:11][O:10][CH2:9]2)=[CH:4][CH:3]=1.[Li]CCCC.[C:18](=[O:20])=[O:19], predict the reaction product. The product is: [CH3:12][C:8]1([C:5]2[CH:6]=[CH:7][C:2]([C:18]([OH:20])=[O:19])=[CH:3][CH:4]=2)[CH2:11][O:10][CH2:9]1. (10) The product is: [CH2:1]([N:8]1[C:17]2[C:12](=[CH:13][CH:14]=[CH:15][CH:16]=2)[N:11]([CH2:28][C:29]([NH2:31])=[O:30])[CH2:10][CH2:9]1)[C:2]1[CH:3]=[CH:4][CH:5]=[CH:6][CH:7]=1. Given the reactants [CH2:1]([N:8]1[C:17]2[C:12](=[CH:13][CH:14]=[CH:15][CH:16]=2)[NH:11][CH2:10][CH2:9]1)[C:2]1[CH:7]=[CH:6][CH:5]=[CH:4][CH:3]=1.C(N(C(C)C)C(C)C)C.Cl[CH2:28][C:29]([NH2:31])=[O:30], predict the reaction product.